Dataset: Reaction yield outcomes from USPTO patents with 853,638 reactions. Task: Predict the reaction yield, written as a fraction of the theoretical maximum amount of product (1.0 means a 100% yield; for example, 0.34 means a 34% yield). (1) The reactants are [Br:1][C:2]1[CH:3]=[C:4]2[C:8](=[N:9][CH:10]=1)[NH:7][CH2:6][CH2:5]2. The catalyst is C1(C)C=CC=CC=1.[O-2].[Mn+4].[O-2]. The product is [Br:1][C:2]1[CH:3]=[C:4]2[C:8](=[N:9][CH:10]=1)[NH:7][CH:6]=[CH:5]2. The yield is 0.780. (2) The reactants are CS(O[CH:6]([C:16]1[C:21]([F:22])=[C:20]([Cl:23])[CH:19]=[C:18]([C:24](=[O:26])[CH3:25])[C:17]=1[O:27][CH2:28][CH3:29])[CH2:7][O:8][Si:9]([C:12]([CH3:15])([CH3:14])[CH3:13])([CH3:11])[CH3:10])(=O)=O.[N-:30]=[N+:31]=[N-:32].[Na+]. The catalyst is CS(C)=O.[Cl-].[Na+].O. The product is [N:30]([CH:6]([C:16]1[C:17]([O:27][CH2:28][CH3:29])=[C:18]([C:24](=[O:26])[CH3:25])[CH:19]=[C:20]([Cl:23])[C:21]=1[F:22])[CH2:7][O:8][Si:9]([C:12]([CH3:15])([CH3:14])[CH3:13])([CH3:11])[CH3:10])=[N+:31]=[N-:32]. The yield is 1.00. (3) The reactants are Cl[C:2]1[C:11]([CH:12]=[O:13])=[CH:10][C:9]2[C:4](=[CH:5][CH:6]=[C:7]([O:14][CH3:15])[CH:8]=2)[N:3]=1.[CH3:16][NH2:17]. The catalyst is O1CCOCC1. The product is [CH3:15][O:14][C:7]1[CH:8]=[C:9]2[C:4](=[CH:5][CH:6]=1)[N:3]=[C:2]([NH:17][CH3:16])[C:11]([CH:12]=[O:13])=[CH:10]2. The yield is 0.980. (4) The reactants are [O:1]([C:8]1[CH:13]=[CH:12][C:11]([NH:14][C:15]([N:17]2[CH2:22][CH2:21][N:20]([C:23]3[C:32]4[C:27](=[CH:28][C:29]([NH:36][CH2:37][CH3:38])=[C:30]([N+:33]([O-])=O)[CH:31]=4)[N:26]=[CH:25][N:24]=3)[CH2:19][CH2:18]2)=[O:16])=[CH:10][CH:9]=1)[C:2]1[CH:7]=[CH:6][CH:5]=[CH:4][CH:3]=1.[H][H].[C:41](N1C=CN=C1)(N1C=CN=C1)=[O:42].O. The catalyst is C(O)C.[C].[Pd]. The product is [CH2:37]([N:36]1[C:29]2[C:30](=[CH:31][C:32]3[C:23]([N:20]4[CH2:21][CH2:22][N:17]([C:15]([NH:14][C:11]5[CH:12]=[CH:13][C:8]([O:1][C:2]6[CH:7]=[CH:6][CH:5]=[CH:4][CH:3]=6)=[CH:9][CH:10]=5)=[O:16])[CH2:18][CH2:19]4)=[N:24][CH:25]=[N:26][C:27]=3[CH:28]=2)[NH:33][C:41]1=[O:42])[CH3:38]. The yield is 0.340. (5) The reactants are [Cl:1][C:2]1[CH:3]=[C:4]([CH:6]=[C:7]([C:9]([F:12])([F:11])[F:10])[CH:8]=1)[NH2:5].[Br:13]N1C(=O)CCC1=O. The catalyst is CS(C)=O. The product is [Br:13][C:8]1[C:7]([C:9]([F:10])([F:11])[F:12])=[CH:6][C:4]([NH2:5])=[CH:3][C:2]=1[Cl:1]. The yield is 0.960. (6) The reactants are [O:1]=[C:2]1[CH:7]([N:8]2[C:16](=[O:17])[C:15]3[C:10](=[CH:11][CH:12]=[CH:13][C:14]=3[O:18][CH2:19][C:20](=[O:43])[NH:21][CH2:22][CH2:23][CH2:24][O:25][CH2:26][CH2:27][O:28][CH2:29][CH2:30][O:31][CH2:32][CH2:33][CH2:34][NH:35]C(=O)OC(C)(C)C)[C:9]2=[O:44])[CH2:6][CH2:5][C:4](=[O:45])[NH:3]1.[C:46]([OH:52])([C:48]([F:51])([F:50])[F:49])=[O:47]. The catalyst is CO. The product is [F:49][C:48]([F:51])([F:50])[C:46]([OH:52])=[O:47].[NH2:35][CH2:34][CH2:33][CH2:32][O:31][CH2:30][CH2:29][O:28][CH2:27][CH2:26][O:25][CH2:24][CH2:23][CH2:22][NH:21][C:20](=[O:43])[CH2:19][O:18][C:14]1[CH:13]=[CH:12][CH:11]=[C:10]2[C:15]=1[C:16](=[O:17])[N:8]([CH:7]1[CH2:6][CH2:5][C:4](=[O:45])[NH:3][C:2]1=[O:1])[C:9]2=[O:44]. The yield is 0.710.